From a dataset of Full USPTO retrosynthesis dataset with 1.9M reactions from patents (1976-2016). Predict the reactants needed to synthesize the given product. Given the product [C:23]([C:5]1[CH:4]=[C:3]([C:17]#[N:18])[N:2]([CH3:1])[C:6]=1[C:7]1[CH:8]=[C:9]2[C:13](=[CH:14][CH:15]=1)[C:12](=[O:16])[CH2:11][CH2:10]2)(=[O:25])[CH3:24], predict the reactants needed to synthesize it. The reactants are: [CH3:1][N:2]1[C:6]([C:7]2[CH:8]=[C:9]3[C:13](=[CH:14][CH:15]=2)[C:12](=[O:16])[CH2:11][CH2:10]3)=[CH:5][CH:4]=[C:3]1[C:17]#[N:18].[I-].[Sm+3].[I-].[I-].[C:23](Cl)(=[O:25])[CH3:24].Cl.